Dataset: Full USPTO retrosynthesis dataset with 1.9M reactions from patents (1976-2016). Task: Predict the reactants needed to synthesize the given product. Given the product [I:1][C:2]1[CH:7]=[CH:6][C:5]([N:8]=[C:9]2[S:13][CH2:12][C:11]3([CH2:17][CH2:16][CH2:15][CH2:14]3)[N:10]2[CH:20]2[CH2:24][CH2:23][CH2:22][CH2:21]2)=[C:4]([CH3:18])[C:3]=1[CH3:19], predict the reactants needed to synthesize it. The reactants are: [I:1][C:2]1[CH:7]=[CH:6][C:5]([N:8]=[C:9]2[S:13][CH2:12][C:11]3([CH2:17][CH2:16][CH2:15][CH2:14]3)[NH:10]2)=[C:4]([CH3:18])[C:3]=1[CH3:19].[CH:20]1(Br)[CH2:24][CH2:23][CH2:22][CH2:21]1.